This data is from Reaction yield outcomes from USPTO patents with 853,638 reactions. The task is: Predict the reaction yield, written as a fraction of the theoretical maximum amount of product (1.0 means a 100% yield; for example, 0.34 means a 34% yield). The reactants are C(OC([N:8]1[CH2:13][CH2:12][N:11]([CH2:14][C:15]([NH:17][C:18]2[S:19][C:20]([C:28]([CH:30]3[CH2:35][CH2:34][O:33][CH2:32][CH2:31]3)=[O:29])=[C:21]([C:23]3[O:24][CH:25]=[CH:26][CH:27]=3)[N:22]=2)=[O:16])[CH2:10][CH2:9]1)=O)(C)(C)C.FC(F)(F)C(O)=O. The catalyst is ClCCl. The product is [O:24]1[CH:25]=[CH:26][CH:27]=[C:23]1[C:21]1[N:22]=[C:18]([NH:17][C:15](=[O:16])[CH2:14][N:11]2[CH2:12][CH2:13][NH:8][CH2:9][CH2:10]2)[S:19][C:20]=1[C:28]([CH:30]1[CH2:35][CH2:34][O:33][CH2:32][CH2:31]1)=[O:29]. The yield is 0.770.